From a dataset of Full USPTO retrosynthesis dataset with 1.9M reactions from patents (1976-2016). Predict the reactants needed to synthesize the given product. (1) Given the product [CH3:7][C:4]1[S:3][C:2](=[NH:1])[N:6]([CH2:9][CH:10]2[CH2:14][CH2:13][CH2:12][O:11]2)[CH:5]=1, predict the reactants needed to synthesize it. The reactants are: [NH2:1][C:2]1[S:3][C:4]([CH3:7])=[CH:5][N:6]=1.Br[CH2:9][CH:10]1[CH2:14][CH2:13][CH2:12][O:11]1. (2) Given the product [F:24][C:21]([F:22])([F:23])[C:16]1[CH:17]=[CH:18][CH:19]=[CH:20][C:15]=1[C:13]1[NH:12][C:8]2[CH:9]=[N:10][CH:11]=[C:6]([C:4]([OH:5])=[O:3])[C:7]=2[N:14]=1, predict the reactants needed to synthesize it. The reactants are: C([O:3][C:4]([C:6]1[C:7]2[N:14]=[C:13]([C:15]3[CH:20]=[CH:19][CH:18]=[CH:17][C:16]=3[C:21]([F:24])([F:23])[F:22])[NH:12][C:8]=2[CH:9]=[N:10][CH:11]=1)=[O:5])C.Cl.